Regression. Given two drug SMILES strings and cell line genomic features, predict the synergy score measuring deviation from expected non-interaction effect. From a dataset of NCI-60 drug combinations with 297,098 pairs across 59 cell lines. (1) Drug 1: C(CN)CNCCSP(=O)(O)O. Drug 2: CC1C(C(CC(O1)OC2CC(CC3=C2C(=C4C(=C3O)C(=O)C5=CC=CC=C5C4=O)O)(C(=O)C)O)N)O. Cell line: HCT-15. Synergy scores: CSS=28.8, Synergy_ZIP=-1.42, Synergy_Bliss=-2.58, Synergy_Loewe=-38.5, Synergy_HSA=-1.81. (2) Drug 1: CC12CCC3C(C1CCC2O)C(CC4=C3C=CC(=C4)O)CCCCCCCCCS(=O)CCCC(C(F)(F)F)(F)F. Drug 2: CC1CCCC2(C(O2)CC(NC(=O)CC(C(C(=O)C(C1O)C)(C)C)O)C(=CC3=CSC(=N3)C)C)C. Cell line: SF-268. Synergy scores: CSS=43.1, Synergy_ZIP=5.49, Synergy_Bliss=8.08, Synergy_Loewe=-21.9, Synergy_HSA=5.62.